Dataset: Reaction yield outcomes from USPTO patents with 853,638 reactions. Task: Predict the reaction yield, written as a fraction of the theoretical maximum amount of product (1.0 means a 100% yield; for example, 0.34 means a 34% yield). (1) The reactants are [NH2:1][C:2]1[O:15][C:14]2[C:13]3[C:8](=[CH:9][CH:10]=[C:11]([NH2:16])[N:12]=3)[CH:7]=[CH:6][C:5]=2[CH:4]([C:17]2[CH:22]=[C:21]([O:23][CH3:24])[C:20]([O:25][CH3:26])=[C:19]([Br:27])[CH:18]=2)[C:3]=1[C:28]#[N:29].[C:30](OC(=O)C)(=[O:32])[CH3:31]. The catalyst is N1C=CC=CC=1. The product is [NH2:1][C:2]1[O:15][C:14]2[C:13]3[C:8](=[CH:9][CH:10]=[C:11]([NH:16][C:30](=[O:32])[CH3:31])[N:12]=3)[CH:7]=[CH:6][C:5]=2[CH:4]([C:17]2[CH:22]=[C:21]([O:23][CH3:24])[C:20]([O:25][CH3:26])=[C:19]([Br:27])[CH:18]=2)[C:3]=1[C:28]#[N:29]. The yield is 0.714. (2) The reactants are [N:1]([C:10]1[CH:16]=[CH:15][C:13]([NH2:14])=[CH:12][CH:11]=1)=[N:2][C:3]1[CH:9]=[CH:8][C:6]([NH2:7])=[CH:5][CH:4]=1.[C:17](OCC)(=[O:19])[CH3:18]. The catalyst is ClCCl. The product is [C:17]([NH:14][C:13]1[CH:15]=[CH:16][C:10]([N:1]=[N:2][C:3]2[CH:4]=[CH:5][C:6]([NH2:7])=[CH:8][CH:9]=2)=[CH:11][CH:12]=1)(=[O:19])[CH3:18]. The yield is 0.730. (3) The reactants are Br[C:2]1[N:3]=[C:4]2[C:10]([C:11](=[O:16])[C:12]([CH3:15])([CH3:14])[CH3:13])=[CH:9][NH:8][C:5]2=[N:6][CH:7]=1.[CH3:17][O:18][C:19]1[CH:24]=[CH:23][C:22](B2OC(C)(C)C(C)(C)O2)=[CH:21][C:20]=1[N:34]1[CH2:38][CH2:37][CH2:36][CH2:35]1.C(=O)([O-])[O-].[K+].[K+].C(Cl)Cl. The catalyst is C1C=CC(P(C2C=CC=CC=2)[C-]2C=CC=C2)=CC=1.C1C=CC(P(C2C=CC=CC=2)[C-]2C=CC=C2)=CC=1.Cl[Pd]Cl.[Fe+2].O.O1CCOCC1. The product is [CH3:17][O:18][C:19]1[CH:24]=[CH:23][C:22]([C:2]2[N:3]=[C:4]3[C:10]([C:11](=[O:16])[C:12]([CH3:15])([CH3:14])[CH3:13])=[CH:9][NH:8][C:5]3=[N:6][CH:7]=2)=[CH:21][C:20]=1[N:34]1[CH2:38][CH2:37][CH2:36][CH2:35]1. The yield is 0.290. (4) The catalyst is ClCCl. The product is [CH3:29][C:27]1[O:28][C:24]2[CH:23]=[CH:22][C:21]([NH:20][S:10]([C:7]3[CH:8]=[CH:9][C:4]([CH2:1][CH2:2][CH3:3])=[CH:5][CH:6]=3)(=[O:12])=[O:11])=[CH:30][C:25]=2[N:26]=1. The yield is 0.850. The reactants are [CH2:1]([C:4]1[CH:9]=[CH:8][C:7]([S:10](Cl)(=[O:12])=[O:11])=[CH:6][CH:5]=1)[CH2:2][CH3:3].N1C=CC=CC=1.[NH2:20][C:21]1[CH:22]=[CH:23][C:24]2[O:28][C:27]([CH3:29])=[N:26][C:25]=2[CH:30]=1.C([O-])(O)=O.[Na+]. (5) The reactants are Br[C:2]1[C:7](=[O:8])[N:6]([CH2:9][C:10]2[CH:15]=[CH:14][C:13]([C:16]3[C:17]([C:22]#[N:23])=[CH:18][CH:19]=[CH:20][CH:21]=3)=[CH:12][CH:11]=2)[C:5]([CH2:24][CH2:25][CH3:26])=[N:4][C:3]=1[CH2:27][CH3:28].[CH:29]1([CH2:32][O:33][C:34]2[N:39]=[CH:38][C:37](B(O)O)=[CH:36][CH:35]=2)[CH2:31][CH2:30]1.C(=O)([O-])[O-].[Cs+].[Cs+].O1CCOCC1. The catalyst is C(OCC)(=O)C.C1C=CC(P(C2C=CC=CC=2)[C-]2C=CC=C2)=CC=1.C1C=CC(P(C2C=CC=CC=2)[C-]2C=CC=C2)=CC=1.Cl[Pd]Cl.[Fe+2].ClCCl. The product is [CH:29]1([CH2:32][O:33][C:34]2[N:39]=[CH:38][C:37]([C:2]3[C:7](=[O:8])[N:6]([CH2:9][C:10]4[CH:15]=[CH:14][C:13]([C:16]5[C:17]([C:22]#[N:23])=[CH:18][CH:19]=[CH:20][CH:21]=5)=[CH:12][CH:11]=4)[C:5]([CH2:24][CH2:25][CH3:26])=[N:4][C:3]=3[CH2:27][CH3:28])=[CH:36][CH:35]=2)[CH2:30][CH2:31]1. The yield is 0.860.